From a dataset of Peptide-MHC class I binding affinity with 185,985 pairs from IEDB/IMGT. Regression. Given a peptide amino acid sequence and an MHC pseudo amino acid sequence, predict their binding affinity value. This is MHC class I binding data. (1) The peptide sequence is GMLQGRGPLK. The MHC is HLA-A03:01 with pseudo-sequence HLA-A03:01. The binding affinity (normalized) is 0.832. (2) The peptide sequence is LYEASTTYL. The MHC is HLA-A01:01 with pseudo-sequence HLA-A01:01. The binding affinity (normalized) is 0.213. (3) The peptide sequence is TQSGALEVL. The MHC is HLA-A02:03 with pseudo-sequence HLA-A02:03. The binding affinity (normalized) is 0.227. (4) The peptide sequence is RFTPVKHEL. The MHC is HLA-A30:01 with pseudo-sequence HLA-A30:01. The binding affinity (normalized) is 0.434. (5) The peptide sequence is FLIDLAFLIK. The MHC is HLA-A03:01 with pseudo-sequence HLA-A03:01. The binding affinity (normalized) is 1.00. (6) The peptide sequence is KVADVDLAVPV. The MHC is HLA-C04:01 with pseudo-sequence HLA-C04:01. The binding affinity (normalized) is 0.0847. (7) The peptide sequence is EADPTGHSY. The MHC is HLA-A02:02 with pseudo-sequence HLA-A02:02. The binding affinity (normalized) is 0.149. (8) The peptide sequence is WHGRDNRTI. The MHC is Mamu-A07 with pseudo-sequence Mamu-A07. The binding affinity (normalized) is 0.229.